This data is from Reaction yield outcomes from USPTO patents with 853,638 reactions. The task is: Predict the reaction yield, written as a fraction of the theoretical maximum amount of product (1.0 means a 100% yield; for example, 0.34 means a 34% yield). (1) The reactants are [CH2:1]([O:8][C:9]([NH:11][C@H:12]([CH2:22]Br)[CH2:13][CH2:14][C:15]([O:17][C:18]([CH3:21])([CH3:20])[CH3:19])=[O:16])=[O:10])[C:2]1[CH:7]=[CH:6][CH:5]=[CH:4][CH:3]=1.C([SnH](CCCC)CCCC)CCC.N(C(C)(C)C#N)=NC(C)(C)C#N.O. The catalyst is C1(C)C=CC=CC=1. The product is [CH2:1]([O:8][C:9]([NH:11][C@H:12]([CH3:22])[CH2:13][CH2:14][C:15]([O:17][C:18]([CH3:21])([CH3:20])[CH3:19])=[O:16])=[O:10])[C:2]1[CH:3]=[CH:4][CH:5]=[CH:6][CH:7]=1. The yield is 0.980. (2) The reactants are [CH3:1][O:2][C@H:3]1[CH2:8][CH2:7][C@H:6]2[C@H:9]3[C@H:19]([CH2:20][CH2:21][C@:4]12[CH3:5])[C@:17]1([CH3:18])[CH:12]([CH2:13][C@@H:14]2[O:22][C@@H:15]2[CH2:16]1)[CH2:11][CH2:10]3.O.[NH:24]1[CH2:29][CH2:28][NH:27][CH2:26][CH2:25]1. The catalyst is ClCCl. The product is [CH3:1][O:2][C@H:3]1[CH2:8][CH2:7][C@H:6]2[C@H:9]3[C@H:19]([CH2:20][CH2:21][C@:4]12[CH3:5])[C@:17]1([CH3:18])[CH:12]([CH2:13][C@H:14]([OH:22])[C@@H:15]([N:24]2[CH2:29][CH2:28][NH:27][CH2:26][CH2:25]2)[CH2:16]1)[CH2:11][CH2:10]3. The yield is 0.700. (3) The reactants are C(OC([N:8]1[CH2:12][C@H:11]([CH2:13][C:14]2[CH:19]=[CH:18][CH:17]=[CH:16][CH:15]=2)[CH2:10][C@H:9]1[C:20]([N:22]1[CH2:28][CH2:27][CH2:26][N:25]([CH:29]2[CH2:32][CH2:31][CH2:30]2)[CH2:24][CH2:23]1)=[O:21])=O)(C)(C)C.C(O)(C(F)(F)F)=O. The catalyst is C(Cl)Cl. The product is [CH2:13]([C@H:11]1[CH2:12][NH:8][C@H:9]([C:20]([N:22]2[CH2:28][CH2:27][CH2:26][N:25]([CH:29]3[CH2:32][CH2:31][CH2:30]3)[CH2:24][CH2:23]2)=[O:21])[CH2:10]1)[C:14]1[CH:15]=[CH:16][CH:17]=[CH:18][CH:19]=1. The yield is 0.980.